From a dataset of Forward reaction prediction with 1.9M reactions from USPTO patents (1976-2016). Predict the product of the given reaction. (1) The product is: [F:13][S:14]([F:23])([F:24])([F:25])([F:26])[C:15]1[CH:16]=[CH:17][C:18]([N:5]=[N+:6]=[N-:7])=[CH:19][CH:20]=1. Given the reactants C[Si]([N:5]=[N+:6]=[N-:7])(C)C.F[B-](F)(F)F.[F:13][S:14]([F:26])([F:25])([F:24])([F:23])[C:15]1[CH:20]=[CH:19][C:18]([N+]#N)=[CH:17][CH:16]=1, predict the reaction product. (2) Given the reactants [C:1]([OH:13])(=[O:12])/[CH:2]=[CH:3]/[C:4]1[CH:11]=[CH:10][C:8]([OH:9])=[C:6]([OH:7])[CH:5]=1.[CH:14]1[C:19]([CH2:20][CH2:21]O)=[CH:18][C:17]([OH:23])=[C:16]([OH:24])[CH:15]=1.C1C(CCO)=CC=C(O)C=1, predict the reaction product. The product is: [C:1]([O:13][CH2:21][CH2:20][C:19]1[CH:14]=[CH:15][C:16]([OH:24])=[C:17]([OH:23])[CH:18]=1)(=[O:12])/[CH:2]=[CH:3]/[C:4]1[CH:11]=[CH:10][C:8]([OH:9])=[C:6]([OH:7])[CH:5]=1. (3) Given the reactants [CH:1]1([NH:6][C:7]2[N:12]=[N:11][C:10]([NH:13][C:14]([C:16]3[CH:32]=[CH:31][C:19]([O:20][C@@H:21]4[CH2:26][CH2:25][C@H:24]([C:27]([O:29]C)=[O:28])[CH2:23][CH2:22]4)=[CH:18][CH:17]=3)=[O:15])=[CH:9][CH:8]=2)[CH2:5][CH2:4][CH2:3][CH2:2]1.O.[OH-].[Li+].Cl, predict the reaction product. The product is: [CH:1]1([NH:6][C:7]2[N:12]=[N:11][C:10]([NH:13][C:14]([C:16]3[CH:17]=[CH:18][C:19]([O:20][C@@H:21]4[CH2:26][CH2:25][C@H:24]([C:27]([OH:29])=[O:28])[CH2:23][CH2:22]4)=[CH:31][CH:32]=3)=[O:15])=[CH:9][CH:8]=2)[CH2:2][CH2:3][CH2:4][CH2:5]1. (4) The product is: [Cl:1][C:2]1[C:7]([F:8])=[CH:6][CH:5]=[C:4]([Cl:9])[C:3]=1[C@@H:10]([CH3:11])[O:12][C:13]1[C:14]([NH2:19])=[N:15][CH:16]=[CH:17][CH:18]=1. Given the reactants [Cl:1][C:2]1[C:7]([F:8])=[CH:6][CH:5]=[C:4]([Cl:9])[C:3]=1[C@H:10]([O:12][C:13]1[C:14]([N+:19]([O-])=O)=[N:15][CH:16]=[CH:17][CH:18]=1)[CH3:11], predict the reaction product. (5) The product is: [CH2:1]([N:8]1[CH2:26][CH2:25][C:11]2([C:12]3[NH:32][CH2:31][CH2:30][CH2:29][C:13]=3[C:14](=[O:23])[N:15]2[C:16]2[CH:21]=[CH:20][CH:19]=[C:18]([F:22])[CH:17]=2)[CH2:10][CH2:9]1)[C:2]1[CH:3]=[CH:4][CH:5]=[CH:6][CH:7]=1. Given the reactants [CH2:1]([N:8]1[CH2:26][CH2:25][C:11]2([N:15]([C:16]3[CH:21]=[CH:20][CH:19]=[C:18]([F:22])[CH:17]=3)[C:14](=[O:23])[CH2:13][C:12]2=O)[CH2:10][CH2:9]1)[C:2]1[CH:7]=[CH:6][CH:5]=[CH:4][CH:3]=1.Br.Br[CH2:29][CH2:30][CH2:31][NH2:32].N1C(C)=CC=CC=1C, predict the reaction product. (6) Given the reactants [Cl-].[Al+3].[Cl-].[Cl-].ClCCCl.[C:9](Cl)(=[O:11])[CH3:10].[Br:13][C:14]1[CH:19]=[CH:18][C:17]([C:20]2[CH:25]=[CH:24][CH:23]=[CH:22][CH:21]=2)=[CH:16][CH:15]=1, predict the reaction product. The product is: [Br:13][C:14]1[CH:15]=[CH:16][C:17]([C:20]2[CH:25]=[CH:24][C:23]([C:9](=[O:11])[CH3:10])=[CH:22][CH:21]=2)=[CH:18][CH:19]=1. (7) The product is: [CH3:1][C:2]1[C:3]([C:12]2[CH:13]=[N:14][CH:15]=[CH:16][CH:17]=2)=[N:4][N:5]2[CH2:10][CH2:9][C:8](=[O:11])[N:7]([CH3:21])[C:6]=12. Given the reactants [CH3:1][C:2]1[C:3]([C:12]2[CH:13]=[N:14][CH:15]=[CH:16][CH:17]=2)=[N:4][N:5]2[CH2:10][CH2:9][C:8](=[O:11])[NH:7][C:6]=12.[H-].[Na+].I[CH3:21], predict the reaction product.